From a dataset of Catalyst prediction with 721,799 reactions and 888 catalyst types from USPTO. Predict which catalyst facilitates the given reaction. (1) Reactant: [OH:1][C:2]1[C:11]2[C:6](=[CH:7][CH:8]=[CH:9][CH:10]=2)[C:5]([NH:17][C:18](=[O:28])[CH2:19][NH:20]C(=O)OC(C)(C)C)([CH2:12][CH2:13][CH:14]([CH3:16])[CH3:15])[C:4](=[O:29])[C:3]=1[C:30]1[NH:35][C:34]2[CH:36]=[CH:37][C:38]([NH:40][S:41]([CH3:44])(=[O:43])=[O:42])=[CH:39][C:33]=2[S:32](=[O:46])(=[O:45])[N:31]=1.Cl. Product: [NH2:20][CH2:19][C:18]([NH:17][C:5]1([CH2:12][CH2:13][CH:14]([CH3:16])[CH3:15])[C:6]2[C:11](=[CH:10][CH:9]=[CH:8][CH:7]=2)[C:2]([OH:1])=[C:3]([C:30]2[NH:35][C:34]3[CH:36]=[CH:37][C:38]([NH:40][S:41]([CH3:44])(=[O:42])=[O:43])=[CH:39][C:33]=3[S:32](=[O:45])(=[O:46])[N:31]=2)[C:4]1=[O:29])=[O:28]. The catalyst class is: 12. (2) Reactant: [CH3:1][C:2]1([CH3:20])[O:6][C@H:5]([CH2:7][O:8][C:9]2[C:10](C)=[C:11]([CH:16]=[CH:17][CH:18]=2)[C:12]([O:14]C)=[O:13])[CH2:4][O:3]1.[OH-].[Li+]. Product: [CH3:1][C:2]1([CH3:20])[O:6][C@H:5]([CH2:7][O:8][C:9]2[CH:10]=[C:11]([CH:16]=[CH:17][CH:18]=2)[C:12]([OH:14])=[O:13])[CH2:4][O:3]1. The catalyst class is: 24. (3) Product: [CH3:9][O:8][C:5]1[CH:4]=[C:3]2[C:2](=[CH:7][CH:6]=1)[O:1][C:19]([CH3:20])=[C:11]([C:12]1[CH:17]=[CH:16][CH:15]=[CH:14][CH:13]=1)[C:10]2=[O:18]. Reactant: [OH:1][C:2]1[CH:7]=[CH:6][C:5]([O:8][CH3:9])=[CH:4][C:3]=1[C:10](=[O:18])[CH2:11][C:12]1[CH:17]=[CH:16][CH:15]=[CH:14][CH:13]=1.[C:19]([O-])(=O)[CH3:20].[Na+]. The catalyst class is: 152.